This data is from Reaction yield outcomes from USPTO patents with 853,638 reactions. The task is: Predict the reaction yield, written as a fraction of the theoretical maximum amount of product (1.0 means a 100% yield; for example, 0.34 means a 34% yield). (1) The reactants are CCO.[C:4]([O:8][C:9]([NH:11][C@@H:12]([CH2:16][C:17]1[CH:22]=[CH:21][C:20](B2OC(C)(C)C(C)(C)O2)=[CH:19][CH:18]=1)[C:13]([OH:15])=[O:14])=[O:10])([CH3:7])([CH3:6])[CH3:5].[NH2:32][C:33]1[N:38]=[C:37](Cl)[CH:36]=[C:35]([Cl:40])[N:34]=1.C(=O)=O. The catalyst is CC([O-])=O.CC([O-])=O.[Pd+2].C1C=CC(P(C2C=CC=CC=2)C2C=CC=CC=2)=CC=1.C1COCC1. The product is [NH2:32][C:33]1[N:38]=[C:37]([C:20]2[CH:19]=[CH:18][C:17]([CH2:16][C@H:12]([NH:11][C:9]([O:8][C:4]([CH3:5])([CH3:6])[CH3:7])=[O:10])[C:13]([OH:15])=[O:14])=[CH:22][CH:21]=2)[CH:36]=[C:35]([Cl:40])[N:34]=1. The yield is 0.660. (2) The reactants are [F:1][C:2]1[CH:17]=[C:16]([CH:18]=O)[CH:15]=[CH:14][C:3]=1[O:4][C:5]1[N:6]=[CH:7][C:8]([C:11]([NH2:13])=[O:12])=[N:9][CH:10]=1.[CH3:20][C:21]([CH3:26])([CH3:25])[CH2:22][CH2:23][NH2:24].[BH4-].[Na+]. The catalyst is CO. The product is [CH3:20][C:21]([CH3:26])([CH3:25])[CH2:22][CH2:23][NH:24][CH2:18][C:16]1[CH:15]=[CH:14][C:3]([O:4][C:5]2[N:6]=[CH:7][C:8]([C:11]([NH2:13])=[O:12])=[N:9][CH:10]=2)=[C:2]([F:1])[CH:17]=1. The yield is 0.490. (3) The reactants are [Br:1][C:2]1[CH:3]=[C:4]([C:14]([OH:16])=O)[C:5]2[CH:6]=[N:7][N:8]([CH:11]([CH3:13])[CH3:12])[C:9]=2[CH:10]=1.[NH2:17][CH2:18][C:19]1[C:20](=[O:29])[NH:21][C:22]([CH3:28])=[CH:23][C:24]=1[CH2:25][CH2:26][CH3:27].ON1C2N=CC=CC=2N=N1.CN1CCOCC1.C(Cl)CCl.C([O-])([O-])=O.[K+].[K+]. The catalyst is CS(C)=O. The product is [Br:1][C:2]1[CH:3]=[C:4]([C:14]([NH:17][CH2:18][C:19]2[C:20](=[O:29])[NH:21][C:22]([CH3:28])=[CH:23][C:24]=2[CH2:25][CH2:26][CH3:27])=[O:16])[C:5]2[CH:6]=[N:7][N:8]([CH:11]([CH3:12])[CH3:13])[C:9]=2[CH:10]=1. The yield is 0.730. (4) The reactants are COC1C=CC(C[N:8](CC2C=CC(OC)=CC=2)[C:9]2[N:14]=[C:13]([CH3:15])[N:12]=[C:11]([C:16]3[CH:17]=[CH:18][C:19]([C:31]4[CH:32]=[N:33][CH:34]=[CH:35][CH:36]=4)=[N:20][C:21]=3[NH:22][C:23]3[CH:24]=[N:25][C:26]([O:29][CH3:30])=[CH:27][CH:28]=3)[N:10]=2)=CC=1. The catalyst is C(O)(C(F)(F)F)=O.CO. The product is [NH2:8][C:9]1[N:14]=[C:13]([CH3:15])[N:12]=[C:11]([C:16]2[CH:17]=[CH:18][C:19]([C:31]3[CH:32]=[N:33][CH:34]=[CH:35][CH:36]=3)=[N:20][C:21]=2[NH:22][C:23]2[CH:24]=[N:25][C:26]([O:29][CH3:30])=[CH:27][CH:28]=2)[N:10]=1. The yield is 0.101. (5) The reactants are [Si]([O:8][C:9]1[CH:10]=[C:11]2[C:16](=[CH:17][CH:18]=1)[N:15]=[C:14]([CH2:19][NH:20][C:21]13[CH2:28][CH2:27][C:24]([C:29]([O:31][CH3:32])=[O:30])([CH2:25][CH2:26]1)[CH2:23][CH2:22]3)[CH:13]=[CH:12]2)(C(C)(C)C)(C)C.Cl.C([O-])(O)=O.[Na+]. The catalyst is CO. The product is [OH:8][C:9]1[CH:10]=[C:11]2[C:16](=[CH:17][CH:18]=1)[N:15]=[C:14]([CH2:19][NH:20][C:21]13[CH2:28][CH2:27][C:24]([C:29]([O:31][CH3:32])=[O:30])([CH2:23][CH2:22]1)[CH2:25][CH2:26]3)[CH:13]=[CH:12]2. The yield is 0.800. (6) The reactants are [C:1]([O:5][C:6]([N:8]([C:32]([O:34][C:35]([CH3:38])([CH3:37])[CH3:36])=[O:33])[C:9]1[C:18]2[C:13](=[CH:14][C:15]([NH:19][CH:20]([C:24]3[CH:29]=[CH:28][CH:27]=[C:26]([S:30][CH3:31])[CH:25]=3)[C:21](O)=[O:22])=[CH:16][CH:17]=2)[CH:12]=[CH:11][N:10]=1)=[O:7])([CH3:4])([CH3:3])[CH3:2].[CH3:39][S:40]([C:43]1[CH:48]=[CH:47][CH:46]=[CH:45][C:44]=1[CH2:49][NH2:50])(=[O:42])=[O:41].C(N(C(C)C)CC)(C)C.Cl.CN(C)CCCN=C=NCC.ON1C2N=CC=CC=2N=N1. The catalyst is CN(C)C=O.ClCCl. The product is [CH3:39][S:40]([C:43]1[CH:48]=[CH:47][CH:46]=[CH:45][C:44]=1[CH2:49][NH:50][C:21](=[O:22])[CH:20]([NH:19][C:15]1[CH:14]=[C:13]2[C:18](=[CH:17][CH:16]=1)[C:9]([N:8]([C:6]([O:5][C:1]([CH3:2])([CH3:3])[CH3:4])=[O:7])[C:32]([O:34][C:35]([CH3:36])([CH3:37])[CH3:38])=[O:33])=[N:10][CH:11]=[CH:12]2)[C:24]1[CH:29]=[CH:28][CH:27]=[C:26]([S:30][CH3:31])[CH:25]=1)(=[O:41])=[O:42]. The yield is 0.500. (7) The reactants are [H-].[Na+].[CH:3]1([CH2:7][OH:8])[CH2:6][CH2:5][CH2:4]1.[Br:9][C:10]1[C:16](F)=[CH:15][C:13]([NH2:14])=[C:12]([N+:18]([O-:20])=[O:19])[CH:11]=1. The catalyst is C1COCC1. The product is [Br:9][C:10]1[C:16]([O:8][CH2:7][CH:3]2[CH2:6][CH2:5][CH2:4]2)=[CH:15][C:13]([NH2:14])=[C:12]([N+:18]([O-:20])=[O:19])[CH:11]=1. The yield is 0.720. (8) The reactants are [Cl:1][C:2]1[CH:7]=[CH:6][C:5]([C:8]2[CH:13]=[CH:12][NH:11][C:10](=[O:14])[CH:9]=2)=[CH:4][CH:3]=1.Br[C:16]1[CH:24]=[C:23]2[C:19]([C:20]3[CH2:29][CH2:28][N:27]([CH3:30])[CH2:26][C:21]=3[N:22]2[CH3:25])=[CH:18][CH:17]=1. No catalyst specified. The product is [ClH:1].[Cl:1][C:2]1[CH:3]=[CH:4][C:5]([C:8]2[CH:13]=[CH:12][N:11]([C:16]3[CH:24]=[C:23]4[C:19]([C:20]5[CH2:29][CH2:28][N:27]([CH3:30])[CH2:26][C:21]=5[N:22]4[CH3:25])=[CH:18][CH:17]=3)[C:10](=[O:14])[CH:9]=2)=[CH:6][CH:7]=1. The yield is 0.190. (9) The reactants are Cl[C:2]1[CH:7]=[C:6]([C:8]2[CH:13]=[C:12]([Cl:14])[CH:11]=[CH:10][C:9]=2[CH3:15])[N:5]=[C:4]([NH2:16])[N:3]=1.[NH2:17][C:18]1[CH:19]=[N:20][C:21]([C:24]([F:27])([F:26])[F:25])=[CH:22][CH:23]=1. No catalyst specified. The product is [Cl:14][C:12]1[CH:11]=[CH:10][C:9]([CH3:15])=[C:8]([C:6]2[N:5]=[C:4]([NH2:16])[N:3]=[C:2]([NH:17][C:18]3[CH:19]=[N:20][C:21]([C:24]([F:27])([F:25])[F:26])=[CH:22][CH:23]=3)[CH:7]=2)[CH:13]=1. The yield is 0.490. (10) The reactants are CO[C:3]1[C:11]2[C:6](=[N:7][CH:8]=[C:9]([NH2:12])[CH:10]=2)[NH:5][N:4]=1.[CH2:13]([O:20][C:21]1[C:22]([F:31])=[C:23]([C:27]([Cl:30])=[CH:28][CH:29]=1)[C:24]([OH:26])=O)[C:14]1[CH:19]=[CH:18][CH:17]=[CH:16][CH:15]=1.[CH2:32](OC1C=C(C=CC=1)C(O)=O)[C:33]1C=CC=CC=1. No catalyst specified. The product is [CH2:13]([O:20][C:21]1[C:22]([F:31])=[C:23]([C:27]([Cl:30])=[CH:28][CH:29]=1)[C:24]([NH:12][C:9]1[CH:10]=[C:11]2[C:3]([CH2:32][CH3:33])=[N:4][NH:5][C:6]2=[N:7][CH:8]=1)=[O:26])[C:14]1[CH:15]=[CH:16][CH:17]=[CH:18][CH:19]=1. The yield is 0.660.